From a dataset of Reaction yield outcomes from USPTO patents with 853,638 reactions. Predict the reaction yield, written as a fraction of the theoretical maximum amount of product (1.0 means a 100% yield; for example, 0.34 means a 34% yield). (1) The reactants are [Br:1][C:2]1[CH:3]=[C:4]([S:8]([C:10]2[CH:11]=[C:12]([C:18]#[N:19])[S:13][C:14]=2[N+:15]([O-])=O)=O)[CH:5]=[CH:6][CH:7]=1.CCO. The catalyst is [Fe].C(O)(=O)C. The product is [NH2:15][C:14]1[S:13][C:12]([C:18]#[N:19])=[CH:11][C:10]=1[S:8][C:4]1[CH:5]=[CH:6][CH:7]=[C:2]([Br:1])[CH:3]=1. The yield is 0.320. (2) The reactants are [NH2:1][CH2:2][C:3]([F:9])([F:8])[C:4]([O:6][CH3:7])=[O:5].[C:10]1(=O)[CH2:14][CH2:13][CH2:12][CH2:11]1.C(O[BH-](OC(=O)C)OC(=O)C)(=O)C.[Na+].C([O-])(O)=O.[Na+]. The catalyst is CCOC(C)=O.CC(O)=O.C1COCC1. The product is [CH:10]1([NH:1][CH2:2][C:3]([F:9])([F:8])[C:4]([O:6][CH3:7])=[O:5])[CH2:14][CH2:13][CH2:12][CH2:11]1. The yield is 0.600. (3) The product is [C:1]([O:5][C:6]([CH2:8][NH:9][C:10]1[N:15]=[C:14]([C:16]2[CH:21]=[CH:20][C:19]([CH2:22][CH2:23][C:24]([O:26][CH3:27])=[O:25])=[CH:18][C:17]=2[O:28][CH2:29][CH3:30])[CH:13]=[CH:12][CH:11]=1)=[O:7])([CH3:2])([CH3:4])[CH3:3]. The catalyst is CO.[Pd]. The reactants are [C:1]([O:5][C:6]([CH2:8][NH:9][C:10]1[N:15]=[C:14]([C:16]2[CH:21]=[CH:20][C:19](/[CH:22]=[CH:23]/[C:24]([O:26][CH3:27])=[O:25])=[CH:18][C:17]=2[O:28][CH2:29][CH3:30])[CH:13]=[CH:12][CH:11]=1)=[O:7])([CH3:4])([CH3:3])[CH3:2]. The yield is 1.00. (4) The reactants are [CH2:1]([C@H:8]([NH:29][C:30](=[O:70])[C@@H:31]([N:36]1[CH2:40][CH2:39][N:38]([CH2:41][C:42]2[CH:47]=[CH:46][CH:45]=[C:44]([CH2:48][O:49]C(C3C=CC=CC=3)(C3C=CC=CC=3)C3C=CC=CC=3)[N:43]=2)[C:37]1=[O:69])[C@@H:32]([CH3:35])[CH2:33][CH3:34])[C@H:9]([OH:28])[CH2:10][N:11]([S:16]([C:19]1[CH:24]=[CH:23][C:22](/[CH:25]=[N:26]/[OH:27])=[CH:21][CH:20]=1)(=[O:18])=[O:17])[CH2:12][CH:13]([CH3:15])[CH3:14])[C:2]1[CH:7]=[CH:6][CH:5]=[CH:4][CH:3]=1.ClCCl.Cl. The catalyst is CO. The product is [CH2:1]([C@H:8]([NH:29][C:30](=[O:70])[C@@H:31]([N:36]1[CH2:40][CH2:39][N:38]([CH2:41][C:42]2[CH:47]=[CH:46][CH:45]=[C:44]([CH2:48][OH:49])[N:43]=2)[C:37]1=[O:69])[C@@H:32]([CH3:35])[CH2:33][CH3:34])[C@H:9]([OH:28])[CH2:10][N:11]([S:16]([C:19]1[CH:20]=[CH:21][C:22](/[CH:25]=[N:26]/[OH:27])=[CH:23][CH:24]=1)(=[O:18])=[O:17])[CH2:12][CH:13]([CH3:14])[CH3:15])[C:2]1[CH:3]=[CH:4][CH:5]=[CH:6][CH:7]=1. The yield is 0.560. (5) The reactants are N1C=CC=CC=1.[CH3:7][O:8][C:9]1[CH:14]=[CH:13][C:12]([CH2:15][CH2:16][CH2:17][CH2:18][OH:19])=[CH:11][CH:10]=1.[C:20]1([CH3:30])[CH:25]=[CH:24][C:23]([S:26](Cl)(=[O:28])=[O:27])=[CH:22][CH:21]=1. The catalyst is C(Cl)(Cl)Cl. The product is [CH3:7][O:8][C:9]1[CH:14]=[CH:13][C:12]([CH2:15][CH2:16][CH2:17][CH2:18][O:19][S:26]([C:23]2[CH:24]=[CH:25][C:20]([CH3:30])=[CH:21][CH:22]=2)(=[O:28])=[O:27])=[CH:11][CH:10]=1. The yield is 0.660.